From a dataset of Forward reaction prediction with 1.9M reactions from USPTO patents (1976-2016). Predict the product of the given reaction. (1) Given the reactants O=[CH:7][C@@H:9]([C@H:11]([C@@H:7]([C@@H:9]([CH2:11][OH:12])[OH:10])O)[OH:12])[OH:10].[C:13](=[O:16])([O-:15])[O-].[Ca+2].[CH2:18]1[C@@H:22]([CH2:23][CH2:24][CH2:25][CH2:26][C:27]([OH:29])=[O:28])[S:21][S:20][CH2:19]1.N[C@H](C(O)=O)CCC(O)=[O:35].OP([O-])(O)=O.[K+].[O-]S([O-])(=O)=O.[Mg+2].Cl.S1C=CC=CC1, predict the reaction product. The product is: [CH2:18]1[C@@H:22]([CH2:23][CH2:24][CH2:25][CH2:26][C:27]([OH:29])=[O:28])[S:21][S:20][CH2:19]1.[C:11]([OH:12])(=[O:35])[CH:9]([CH2:7][C:13]([OH:15])=[O:16])[OH:10]. (2) Given the reactants [Cl:1][C:2]1[CH:3]=[CH:4][C:5]2[N:11]([CH2:12][C:13]([CH3:17])([CH3:16])[CH2:14][OH:15])[C:10](=[O:18])[C@@H:9]([CH2:19][C:20]([NH:22][CH2:23][CH2:24][C:25]3[CH:33]=[CH:32][C:28]([C:29]([O-:31])=[O:30])=[CH:27][CH:26]=3)=[O:21])[O:8][C@H:7]([C:34]3[CH:39]=[CH:38][CH:37]=[C:36]([O:40][CH3:41])[C:35]=3[O:42][CH3:43])[C:6]=2[CH:44]=1.[OH-].[Na+].C(O)C, predict the reaction product. The product is: [Cl:1][C:2]1[CH:3]=[CH:4][C:5]2[N:11]([CH2:12][C:13]([CH3:16])([CH3:17])[CH2:14][OH:15])[C:10](=[O:18])[C@@H:9]([CH2:19][C:20]([NH:22][CH2:23][CH2:24][C:25]3[CH:33]=[CH:32][C:28]([C:29]([OH:31])=[O:30])=[CH:27][CH:26]=3)=[O:21])[O:8][C@H:7]([C:34]3[CH:39]=[CH:38][CH:37]=[C:36]([O:40][CH3:41])[C:35]=3[O:42][CH3:43])[C:6]=2[CH:44]=1. (3) The product is: [NH3:10].[O:35]=[C:26]1[C:27]2[C:28](=[CH:31][CH:32]=[CH:33][CH:34]=2)[C:29](=[O:30])[N:25]1[CH2:24][CH2:23][N:13]1[C@@H:8]([CH3:7])[CH2:9][N:10]([C:15]([O:17][C:18]([CH3:19])([CH3:21])[CH3:20])=[O:16])[CH2:11][C@H:12]1[CH3:14]. Given the reactants C(=O)([O-])[O-].[K+].[K+].[CH3:7][C@H:8]1[NH:13][C@@H:12]([CH3:14])[CH2:11][N:10]([C:15]([O:17][C:18]([CH3:21])([CH3:20])[CH3:19])=[O:16])[CH2:9]1.Br[CH2:23][CH2:24][N:25]1[C:29](=[O:30])[C:28]2=[CH:31][CH:32]=[CH:33][CH:34]=[C:27]2[C:26]1=[O:35].[I-].[Na+], predict the reaction product. (4) The product is: [CH2:132]([O:134][C:135]1[CH:136]=[C:137]([CH:140]=[C:141]([O:144][CH2:145][CH3:146])[C:142]=1[F:143])[CH2:138][N:12]1[CH2:11][CH2:10][CH:9]([NH:8][C:6](=[O:7])[C:5]2[CH:15]=[C:16]([O:18][CH2:19][C:20]3[NH:21][N:22]=[N:23][N:24]=3)[CH:17]=[C:3]([O:2][CH3:1])[CH:4]=2)[CH2:14][CH2:13]1)[CH3:133]. Given the reactants [CH3:1][O:2][C:3]1[CH:4]=[C:5]([CH:15]=[C:16]([O:18][CH2:19][C:20]2[NH:24][N:23]=[N:22][N:21]=2)[CH:17]=1)[C:6]([NH:8][CH:9]1[CH2:14][CH2:13][NH:12][CH2:11][CH2:10]1)=[O:7].C(OC(N1CCC(NC(=O)C2C=C(OCC3N(C(C4C=CC=CC=4)(C4C=CC=CC=4)C4C=CC=CC=4)N=NN=3)C=C(OC)C=2)CC1)=O)(C)(C)C.C(OC(N1CCC(NC(=O)C2C=C(OCC3N=NN(C(C4C=CC=CC=4)(C4C=CC=CC=4)C4C=CC=CC=4)N=3)C=C(OC)C=2)CC1)=O)(C)(C)C.FC(F)(F)C(O)=O.[CH2:132]([O:134][C:135]1[CH:136]=[C:137]([CH:140]=[C:141]([O:144][CH2:145][CH3:146])[C:142]=1[F:143])[CH:138]=O)[CH3:133].C([BH3-])#N.[Na+].C(N(C(C)C)C(C)C)C, predict the reaction product. (5) Given the reactants [N:1]1[C:10]2[C:5](=[CH:6][CH:7]=[CH:8][CH:9]=2)[CH:4]=[CH:3][C:2]=1[CH2:11][CH2:12][NH2:13].CCN(C(C)C)C(C)C.C1CN([P+](ON2N=NC3C=CC=CC2=3)(N2CCCC2)N2CCCC2)CC1.F[P-](F)(F)(F)(F)F.CN1C=C(C(O)=O)C(C(OC)=O)=C(Cl)C1=O, predict the reaction product. The product is: [C:12]([CH2:11][C:2]1[CH:3]=[CH:4][C:5]2[C:10](=[CH:9][CH:8]=[CH:7][CH:6]=2)[N:1]=1)#[N:13].